Dataset: Full USPTO retrosynthesis dataset with 1.9M reactions from patents (1976-2016). Task: Predict the reactants needed to synthesize the given product. (1) Given the product [F:1][C:2]1[CH:3]=[C:4]([C:10]2[N:11]=[C:12]([CH3:26])[C:13]3[CH:18]=[CH:17][NH:16][C:14]=3[N:15]=2)[CH:5]=[CH:6][C:7]=1[O:8][CH3:9], predict the reactants needed to synthesize it. The reactants are: [F:1][C:2]1[CH:3]=[C:4]([C:10]2[N:11]=[C:12]([CH3:26])[C:13]3[CH:18]=[CH:17][N:16](C(OC(C)(C)C)=O)[C:14]=3[N:15]=2)[CH:5]=[CH:6][C:7]=1[O:8][CH3:9].FC(F)(F)C(O)=O. (2) Given the product [CH2:1]([O:8][C:9]1[CH:10]=[C:11]([CH:16]=[C:17]([O:19][CH3:20])[CH:18]=1)[C:12]([OH:14])=[O:13])[C:2]1[CH:3]=[CH:4][CH:5]=[CH:6][CH:7]=1, predict the reactants needed to synthesize it. The reactants are: [CH2:1]([O:8][C:9]1[CH:10]=[C:11]([CH:16]=[C:17]([O:19][CH3:20])[CH:18]=1)[C:12]([O:14]C)=[O:13])[C:2]1[CH:7]=[CH:6][CH:5]=[CH:4][CH:3]=1.[OH-].[Li+]. (3) Given the product [CH:20]1[CH:21]=[C:22]2[C:27]3[N-:26][C:25]([C:23]2=[CH:24][CH:19]=1)=[N:57][C:56]1=[N:58][C:49]([C:50]2[C:55]1=[CH:54][CH:53]=[CH:52][CH:51]=2)=[N:48][C:46]1=[N:47][C:39]([C:40]2[C:45]1=[CH:44][CH:43]=[CH:42][CH:41]=2)=[N:38][C:36]1[N-:37][C:29](=[C:30]2[C:35]=1[CH:34]=[CH:33][CH:32]=[CH:31]2)[N:28]=3.[Al+3:12].[Cl-:11], predict the reactants needed to synthesize it. The reactants are: C(#N)C1C(=CC=CC=1)C#N.[Cl-:11].[Al+3:12].[Cl-].[Cl-].NC(N)=O.[CH:19]1[CH:20]=[CH:21][C:22]2[C:23](=[C:25]3[N:57]=[C:56]4[N:58]=[C:49]([C:50]5[CH:51]=[CH:52][CH:53]=[CH:54][C:55]=54)[N:48]=[C:46]4[NH:47][C:39]([C:40]5[CH:41]=[CH:42][CH:43]=[CH:44][C:45]=54)=[N:38][C:36]4=[N:37][C:29]([C:30]5[CH:31]=[CH:32][CH:33]=[CH:34][C:35]=54)=[N:28][C:27]=2[NH:26]3)[CH:24]=1.